Dataset: Full USPTO retrosynthesis dataset with 1.9M reactions from patents (1976-2016). Task: Predict the reactants needed to synthesize the given product. Given the product [Si:1]([O:18][CH2:19][CH2:20][C@H:21]([O:23][C:24]1[CH:29]=[CH:28][CH:27]=[CH:26][C:25]=1[C:30]1[CH:35]=[CH:34][C:33]([C:36]([OH:38])=[O:37])=[C:32]([F:46])[CH:31]=1)[CH3:22])([C:14]([CH3:16])([CH3:17])[CH3:15])([C:8]1[CH:13]=[CH:12][CH:11]=[CH:10][CH:9]=1)[C:2]1[CH:3]=[CH:4][CH:5]=[CH:6][CH:7]=1, predict the reactants needed to synthesize it. The reactants are: [Si:1]([O:18][CH2:19][CH2:20][C@H:21]([O:23][C:24]1[CH:29]=[CH:28][CH:27]=[CH:26][C:25]=1[C:30]1[CH:35]=[CH:34][C:33]([C:36]([O:38]CC2C=CC=CC=2)=[O:37])=[C:32]([F:46])[CH:31]=1)[CH3:22])([C:14]([CH3:17])([CH3:16])[CH3:15])([C:8]1[CH:13]=[CH:12][CH:11]=[CH:10][CH:9]=1)[C:2]1[CH:7]=[CH:6][CH:5]=[CH:4][CH:3]=1.